This data is from Full USPTO retrosynthesis dataset with 1.9M reactions from patents (1976-2016). The task is: Predict the reactants needed to synthesize the given product. Given the product [OH:12][C:13]([C@H:16]1[CH2:20][CH2:19][N:18]([C:2]2[CH:9]=[CH:8][C:5]([C:6]#[N:7])=[C:4]([O:10][CH3:11])[CH:3]=2)[C@H:17]1[CH3:21])([CH3:15])[CH3:14], predict the reactants needed to synthesize it. The reactants are: F[C:2]1[CH:9]=[CH:8][C:5]([C:6]#[N:7])=[C:4]([O:10][CH3:11])[CH:3]=1.[OH:12][C:13]([C@H:16]1[CH2:20][CH2:19][NH:18][C@H:17]1[CH3:21])([CH3:15])[CH3:14].C(=O)([O-])[O-].[Li+].[Li+].